Dataset: Forward reaction prediction with 1.9M reactions from USPTO patents (1976-2016). Task: Predict the product of the given reaction. (1) Given the reactants [NH2:1][C:2]1[CH:7]=[C:6](Br)[CH:5]=[CH:4][N:3]=1.C[O-].[Na+].[OH:12][CH2:13]C1(OC[C@@H](O)[C@@H](O)[C@H]1O)O.C(OC)=O.CNC, predict the reaction product. The product is: [CH3:13][O:12][C:5]1[CH:6]=[CH:7][C:2]([NH2:1])=[N:3][CH:4]=1. (2) Given the reactants CCCC[N+](CCCC)(CCCC)CCCC.[F-].C([Si](C)(C)[O:24][CH2:25][CH2:26][O:27][CH:28]1[CH2:33][O:32][CH:31]([C:34]2[CH:39]=[CH:38][CH:37]=[CH:36][CH:35]=2)[O:30][CH2:29]1)(C)(C)C.[Cl-].[NH4+], predict the reaction product. The product is: [C:34]1([CH:31]2[O:32][CH2:33][CH:28]([O:27][CH2:26][CH2:25][OH:24])[CH2:29][O:30]2)[CH:35]=[CH:36][CH:37]=[CH:38][CH:39]=1. (3) Given the reactants CC(C)([O-])C.[K+].[CH3:7][O:8][C:9]1[CH:14]=[CH:13][C:12]([SH:15])=[CH:11][C:10]=1[CH:16]([CH3:18])[CH3:17].[CH3:19][C:20]1[CH:21]=[C:22]([O:28][CH3:29])[CH:23]=[C:24]([CH3:27])[C:25]=1I.C(OCC)(=O)C, predict the reaction product. The product is: [CH3:19][C:20]1[CH:21]=[C:22]([O:28][CH3:29])[CH:23]=[C:24]([CH3:27])[C:25]=1[S:15][C:12]1[CH:13]=[CH:14][C:9]([O:8][CH3:7])=[C:10]([CH:16]([CH3:18])[CH3:17])[CH:11]=1. (4) The product is: [C:22]([O:21][C:19](=[O:20])[NH:7][CH2:6][C:5]1[CH:8]=[CH:9][C:2]([Br:1])=[CH:3][C:4]=1[CH2:10][CH3:11])([CH3:25])([CH3:24])[CH3:23]. Given the reactants [Br:1][C:2]1[CH:9]=[CH:8][C:5]([CH2:6][NH2:7])=[C:4]([CH2:10][CH3:11])[CH:3]=1.C(N(CC)CC)C.[C:19](O[C:19]([O:21][C:22]([CH3:25])([CH3:24])[CH3:23])=[O:20])([O:21][C:22]([CH3:25])([CH3:24])[CH3:23])=[O:20], predict the reaction product.